Task: Regression. Given two drug SMILES strings and cell line genomic features, predict the synergy score measuring deviation from expected non-interaction effect.. Dataset: NCI-60 drug combinations with 297,098 pairs across 59 cell lines (1) Drug 1: C1CCC(C1)C(CC#N)N2C=C(C=N2)C3=C4C=CNC4=NC=N3. Drug 2: CC12CCC3C(C1CCC2OP(=O)(O)O)CCC4=C3C=CC(=C4)OC(=O)N(CCCl)CCCl.[Na+]. Cell line: SN12C. Synergy scores: CSS=0.872, Synergy_ZIP=-4.20, Synergy_Bliss=-6.84, Synergy_Loewe=-5.18, Synergy_HSA=-5.05. (2) Cell line: LOX IMVI. Synergy scores: CSS=30.7, Synergy_ZIP=3.54, Synergy_Bliss=2.73, Synergy_Loewe=-17.1, Synergy_HSA=-1.87. Drug 2: C1CN1C2=NC(=NC(=N2)N3CC3)N4CC4. Drug 1: CCC(=C(C1=CC=CC=C1)C2=CC=C(C=C2)OCCN(C)C)C3=CC=CC=C3.C(C(=O)O)C(CC(=O)O)(C(=O)O)O. (3) Drug 1: COC1=C(C=C2C(=C1)N=CN=C2NC3=CC(=C(C=C3)F)Cl)OCCCN4CCOCC4. Drug 2: COC1=C2C(=CC3=C1OC=C3)C=CC(=O)O2. Cell line: SN12C. Synergy scores: CSS=28.2, Synergy_ZIP=-6.59, Synergy_Bliss=6.36, Synergy_Loewe=-1.61, Synergy_HSA=4.01.